This data is from Reaction yield outcomes from USPTO patents with 853,638 reactions. The task is: Predict the reaction yield, written as a fraction of the theoretical maximum amount of product (1.0 means a 100% yield; for example, 0.34 means a 34% yield). (1) The reactants are [Br:1][C:2]1[CH:3]=[C:4]2[C:9](=[CH:10][CH:11]=1)[N:8]=[C:7](Cl)[CH:6]=[N:5]2.CC1(C)C(C)(C)OB([C:21]2[CH:22]=[CH:23][C:24]3[N:28]=[C:27]([C@@H:29]4[CH2:34][C@@H:33]5[C@@H:31]([CH2:32]5)[N:30]4[C:35]([O:37][C:38]([CH3:41])([CH3:40])[CH3:39])=[O:36])[NH:26][C:25]=3[CH:42]=2)O1.C(=O)(O)[O-].[Na+]. The catalyst is O1CCOCC1.O.CO.C1C=CC([P]([Pd]([P](C2C=CC=CC=2)(C2C=CC=CC=2)C2C=CC=CC=2)([P](C2C=CC=CC=2)(C2C=CC=CC=2)C2C=CC=CC=2)[P](C2C=CC=CC=2)(C2C=CC=CC=2)C2C=CC=CC=2)(C2C=CC=CC=2)C2C=CC=CC=2)=CC=1. The product is [Br:1][C:2]1[CH:3]=[C:4]2[C:9](=[CH:10][CH:11]=1)[N:8]=[C:7]([C:22]1[CH:21]=[CH:42][C:25]3[N:26]=[C:27]([C@@H:29]4[CH2:34][C@@H:33]5[C@@H:31]([CH2:32]5)[N:30]4[C:35]([O:37][C:38]([CH3:40])([CH3:39])[CH3:41])=[O:36])[NH:28][C:24]=3[CH:23]=1)[CH:6]=[N:5]2. The yield is 0.820. (2) The reactants are [NH2:1][CH2:2][CH2:3][C:4]1[CH:9]=[CH:8][C:7]([C:10]2[C:11]3[C:12]4[CH:25]=[CH:24][S:23][C:13]=4[C:14](=[O:22])[NH:15][C:16]=3[CH:17]=[CH:18][C:19]=2[O:20]C)=[CH:6][CH:5]=1. The catalyst is BrB(Br)Br. The product is [NH2:1][CH2:2][CH2:3][C:4]1[CH:5]=[CH:6][C:7]([C:10]2[C:11]3[C:12]4[CH:25]=[CH:24][S:23][C:13]=4[C:14](=[O:22])[NH:15][C:16]=3[CH:17]=[CH:18][C:19]=2[OH:20])=[CH:8][CH:9]=1. The yield is 0.880. (3) The reactants are [CH2:1]([N:3]=[C:4]=[O:5])[CH3:2].[OH:6][N:7]1[C:12]([CH3:14])([CH3:13])[CH2:11][CH:10]([OH:15])[CH2:9][C:8]1([CH3:17])[CH3:16]. The catalyst is ClCCCl. The product is [CH2:1]([NH:3][C:4](=[O:5])[O:15][CH:10]1[CH2:11][C:12]([CH3:13])([CH3:14])[N:7]([O:6][C:4](=[O:5])[NH:3][CH2:1][CH3:2])[C:8]([CH3:17])([CH3:16])[CH2:9]1)[CH3:2]. The yield is 0.770. (4) The reactants are Cl.FC1C=C(C=CC=1)CN1C=C(C2C3C(=NC=C(C4C=CC(C5CCNCC5)=CC=4)C=3)N(S(C3C=CC(C)=CC=3)(=O)=O)C=2)C=N1.[F:46][C:47]1[CH:48]=[C:49]([CH:91]=[CH:92][CH:93]=1)[CH2:50][N:51]1[CH:55]=[C:54]([C:56]2[C:64]3[C:59](=[N:60][CH:61]=[C:62]([C:65]4[N:66]=[CH:67][C:68]([N:71]5[CH2:76][CH2:75][N:74]([CH2:77][C@@H:78]([OH:80])[CH3:79])[CH2:73][CH2:72]5)=[N:69][CH:70]=4)[CH:63]=3)[N:58](S(C3C=CC(C)=CC=3)(=O)=O)[CH:57]=2)[CH:53]=[N:52]1.[OH-].[Li+]. The catalyst is C1COCC1.CO.O. The product is [F:46][C:47]1[CH:48]=[C:49]([CH:91]=[CH:92][CH:93]=1)[CH2:50][N:51]1[CH:55]=[C:54]([C:56]2[C:64]3[C:59](=[N:60][CH:61]=[C:62]([C:65]4[N:66]=[CH:67][C:68]([N:71]5[CH2:72][CH2:73][N:74]([CH2:77][C@@H:78]([OH:80])[CH3:79])[CH2:75][CH2:76]5)=[N:69][CH:70]=4)[CH:63]=3)[NH:58][CH:57]=2)[CH:53]=[N:52]1. The yield is 0.185.